Dataset: Full USPTO retrosynthesis dataset with 1.9M reactions from patents (1976-2016). Task: Predict the reactants needed to synthesize the given product. Given the product [C:51]([O:54][C:55]([NH:43][N:2]=[CH:1][C:3]1[CH:4]=[CH:5][C:6]([C:7]([N:9]2[CH2:35][CH2:34][C:12]3([N:16]([CH2:17][C:18]4[CH:23]=[CH:22][CH:21]=[CH:20][CH:19]=4)[C:15](=[O:24])[N:14]([CH2:25][C:26]([O:28][C:29]([CH3:31])([CH3:32])[CH3:30])=[O:27])[C:13]3=[O:33])[CH2:11][CH2:10]2)=[O:8])=[CH:36][CH:37]=1)=[O:57])([CH3:53])([CH3:52])[CH3:50], predict the reactants needed to synthesize it. The reactants are: [C:1]([C:3]1[CH:37]=[CH:36][C:6]([C:7]([N:9]2[CH2:35][CH2:34][C:12]3([N:16]([CH2:17][C:18]4[CH:23]=[CH:22][CH:21]=[CH:20][CH:19]=4)[C:15](=[O:24])[N:14]([CH2:25][C:26]([O:28][C:29]([CH3:32])([CH3:31])[CH3:30])=[O:27])[C:13]3=[O:33])[CH2:11][CH2:10]2)=[O:8])=[CH:5][CH:4]=1)#[N:2].S.C([O-])(=O)C.[NH4+:43].C(=O)([O-])[O-].[K+].[K+].[CH3:50][C:51]([O:54][C:55]([O:57]C(OC(C)(C)C)=O)=O)([CH3:53])[CH3:52].